This data is from Forward reaction prediction with 1.9M reactions from USPTO patents (1976-2016). The task is: Predict the product of the given reaction. (1) Given the reactants C(N(C(C)C)CC)(C)C.C(Cl)CCl.C1C=NC2N(O)N=NC=2C=1.[Cl:24][C:25]1[C:29]([Cl:30])=[C:28]([CH3:31])[NH:27][C:26]=1[C:32]([NH:34][CH:35]1[CH2:40][CH2:39][N:38]([C:41]2C=CN=[C:43](S(C)=O)[N:42]=2)[CH2:37][CH2:36]1)=[O:33].Cl.NC1CCN(C2[S:59][C:60]([C:63]([NH2:65])=[O:64])=CN=2)CC1, predict the reaction product. The product is: [Cl:24][C:25]1[C:29]([Cl:30])=[C:28]([CH3:31])[NH:27][C:26]=1[C:32]([NH:34][CH:35]1[CH2:36][CH2:37][N:38]([C:41]2[S:59][C:60]([C:63]([NH2:65])=[O:64])=[CH:43][N:42]=2)[CH2:39][CH2:40]1)=[O:33]. (2) Given the reactants [CH2:1]([C:4]1[CH:9]=[C:8]([Sn](C)(C)C)[N:7]=[C:6]([C:14]#[N:15])[N:5]=1)[CH2:2][CH3:3].[F:16][C:17]([F:30])([F:29])[C:18]1[CH:19]=[C:20](Br)[CH:21]=[C:22]([C:24]([F:27])([F:26])[F:25])[CH:23]=1, predict the reaction product. The product is: [F:16][C:17]([F:30])([F:29])[C:18]1[CH:19]=[C:20]([C:8]2[CH:9]=[C:4]([CH2:1][CH2:2][CH3:3])[N:5]=[C:6]([C:14]#[N:15])[N:7]=2)[CH:21]=[C:22]([C:24]([F:27])([F:26])[F:25])[CH:23]=1. (3) Given the reactants [N+:1]([C:4]1[C:5]([NH:13][C@@H:14]2[CH2:19][CH2:18][C@H:17]([C:20]#[N:21])[CH2:16][CH2:15]2)=[C:6]2[S:12][CH:11]=[CH:10][C:7]2=[N:8][CH:9]=1)([O-])=O, predict the reaction product. The product is: [NH2:1][C:4]1[C:5]([NH:13][C@@H:14]2[CH2:15][CH2:16][C@H:17]([C:20]#[N:21])[CH2:18][CH2:19]2)=[C:6]2[S:12][CH:11]=[CH:10][C:7]2=[N:8][CH:9]=1.